This data is from Reaction yield outcomes from USPTO patents with 853,638 reactions. The task is: Predict the reaction yield, written as a fraction of the theoretical maximum amount of product (1.0 means a 100% yield; for example, 0.34 means a 34% yield). (1) The reactants are [CH3:1][C:2]1[C:7]2[O:8][C:9]([C:11]([NH:14][C:15]([C:17]3[CH:18]=[CH:19][C:20](O)=[C:21]([CH2:23][CH:24]=[C:25]([CH3:27])C)[CH:22]=3)=[O:16])=[C:12](O)[C:6]=2[CH:5]=[CH:4][C:3]=1[O:29][C@H:30]1[O:35][C:34]([CH3:37])([CH3:36])[C@H:33]([O:38][CH3:39])[C@@H:32]([O:40]C(N)=O)[C@@H:31]1[OH:44])=[O:10].N1[C:54]2[C:49](=CC=CC=2)C=CC=1.CC1C=CC=C2C=1[O:64][C:63](=O)C=C2.O1C2C(=CC=CC=2)C=CC1=O.C1(O)C=CC=CC=1.C(OC(=O)[O-])(C)(C)C. No catalyst specified. The product is [OH:44][C@@H:31]1[C@H:32]([OH:40])[C@@H:33]([O:38][CH3:39])[C:34]([CH3:36])([CH3:37])[O:35][C@H:30]1[O:29][C:3]1[C:2]([CH3:1])=[C:7]2[C:6]([CH:12]=[C:11]([NH:14][C:15]([C:17]3[CH:22]=[C:21]([C:23]4[CH:24]=[CH:25][CH:27]=[CH:49][CH:54]=4)[C:20]([O:64][CH3:63])=[CH:19][CH:18]=3)=[O:16])[C:9](=[O:10])[O:8]2)=[CH:5][CH:4]=1. The yield is 0.460. (2) The reactants are Br[C:2]1[CH:3]=[CH:4][C:5]2[C:11]3[N:12]=[C:13]([NH:15][C:16]([CH3:20])([CH3:19])[CH2:17][OH:18])[S:14][C:10]=3[CH2:9][CH2:8][O:7][C:6]=2[CH:21]=1.[CH3:22][C:23]([OH:40])([CH3:39])[CH2:24][N:25]1[CH:29]=[C:28](B2OC(C)(C)C(C)(C)O2)[CH:27]=[N:26]1. No catalyst specified. The product is [OH:40][C:23]([CH3:39])([CH3:22])[CH2:24][N:25]1[CH:29]=[C:28]([C:2]2[CH:3]=[CH:4][C:5]3[C:11]4[N:12]=[C:13]([NH:15][C:16]([CH3:20])([CH3:19])[CH2:17][OH:18])[S:14][C:10]=4[CH2:9][CH2:8][O:7][C:6]=3[CH:21]=2)[CH:27]=[N:26]1. The yield is 0.180. (3) The reactants are [CH3:1][C:2]1[O:6][N:5]=[C:4]([C:7]2[CH:12]=[CH:11][CH:10]=[CH:9][CH:8]=2)[C:3]=1[C:13]1[N:14]=[C:15]2[CH:20]=[C:19]([NH2:21])[CH:18]=[CH:17][N:16]2[CH:22]=1.[CH:23]1([C:28](O)=[O:29])[CH2:27][CH2:26][CH2:25][CH2:24]1. No catalyst specified. The product is [CH3:1][C:2]1[O:6][N:5]=[C:4]([C:7]2[CH:8]=[CH:9][CH:10]=[CH:11][CH:12]=2)[C:3]=1[C:13]1[N:14]=[C:15]2[CH:20]=[C:19]([NH:21][C:28]([CH:23]3[CH2:27][CH2:26][CH2:25][CH2:24]3)=[O:29])[CH:18]=[CH:17][N:16]2[CH:22]=1. The yield is 0.100.